Dataset: Catalyst prediction with 721,799 reactions and 888 catalyst types from USPTO. Task: Predict which catalyst facilitates the given reaction. Reactant: [C:1]([CH:5]([C:9]1[CH2:10][CH2:11][C:12](=[O:23])[N:13]([CH2:20][CH2:21][OH:22])[C:14]2[C:15]=1[CH2:16][CH:17]=[CH:18][CH:19]=2)[C:6]([OH:8])=[O:7])([CH3:4])([CH3:3])[CH3:2].C(Cl)(=O)C(Cl)=O.CS(C)=O.C(N(CC)CC)C. Product: [C:1]([CH:5]([CH:9]1[C:15]2[CH:16]=[CH:17][CH:18]=[CH:19][C:14]=2[N:13]([CH2:20][CH:21]=[O:22])[C:12](=[O:23])[CH2:11][CH2:10]1)[C:6]([OH:8])=[O:7])([CH3:4])([CH3:2])[CH3:3]. The catalyst class is: 34.